This data is from Forward reaction prediction with 1.9M reactions from USPTO patents (1976-2016). The task is: Predict the product of the given reaction. (1) Given the reactants [CH3:1][O:2][C:3]1[CH:8]=[CH:7][C:6]([C:9]2[CH:10]=[C:11](/[CH:20]=[CH:21]/[C:22]([OH:24])=O)[O:12][C:13]=2[C:14]2[CH:19]=[CH:18][CH:17]=[CH:16][CH:15]=2)=[CH:5][CH:4]=1.C(N(CC)CC)C.ClC(OCC)=O.[N-:38]=[N+:39]=[N-:40].[Na+], predict the reaction product. The product is: [CH3:1][O:2][C:3]1[CH:8]=[CH:7][C:6]([C:9]2[CH:10]=[C:11](/[CH:20]=[CH:21]/[C:22]([N:38]=[N+:39]=[N-:40])=[O:24])[O:12][C:13]=2[C:14]2[CH:19]=[CH:18][CH:17]=[CH:16][CH:15]=2)=[CH:5][CH:4]=1. (2) Given the reactants [Br:1]CC1C=CC(S(C)(=O)=O)=C(F)C=1.F[C:15]1[CH:22]=[CH:21][C:18]([CH:19]=O)=[CH:17][CH:16]=1.[Na+].[CH3:24][CH:25]([S:27]([O-:29])=[O:28])[CH3:26], predict the reaction product. The product is: [Br:1][CH2:19][C:18]1[CH:21]=[CH:22][C:15]([S:27]([CH:25]([CH3:26])[CH3:24])(=[O:29])=[O:28])=[CH:16][CH:17]=1. (3) Given the reactants [O:1]1[CH:5]=[C:4]([NH:6]C(=O)OCC2C=CC(OC)=CC=2OC)[N:3]=[CH:2]1.[CH3:21][O:22][C:23]1[CH:28]=[C:27]([C:29]([F:32])([F:31])[F:30])[CH:26]=[CH:25][C:24]=1[C:33]1[C:42]2[C:37](=[CH:38][C:39]([S:43](OC3C(F)=C(F)C(F)=C(F)C=3F)(=[O:45])=[O:44])=[CH:40][CH:41]=2)[CH:36]=[CH:35][N:34]=1.C(=O)([O-])[O-].[Cs+].[Cs+], predict the reaction product. The product is: [CH3:21][O:22][C:23]1[CH:28]=[C:27]([C:29]([F:32])([F:31])[F:30])[CH:26]=[CH:25][C:24]=1[C:33]1[C:42]2[C:37](=[CH:38][C:39]([S:43]([NH:6][C:4]3[N:3]=[CH:2][O:1][CH:5]=3)(=[O:44])=[O:45])=[CH:40][CH:41]=2)[CH:36]=[CH:35][N:34]=1.